Dataset: Full USPTO retrosynthesis dataset with 1.9M reactions from patents (1976-2016). Task: Predict the reactants needed to synthesize the given product. (1) Given the product [Cl:15][CH2:16][C:3]([C:5]1[C:14]2[O:13][CH2:12][CH2:11][O:10][C:9]=2[CH:8]=[CH:7][CH:6]=1)=[O:4], predict the reactants needed to synthesize it. The reactants are: CO[C:3]([C:5]1[C:14]2[O:13][CH2:12][CH2:11][O:10][C:9]=2[CH:8]=[CH:7][CH:6]=1)=[O:4].[Cl:15][CH2:16]I.[Li+].CC([N-]C(C)C)C.C(O)(=O)C. (2) Given the product [C:2]([N:10]1[C@H:17]2[C@H:13]([N:14]([C:18]([C@@H:20]([NH:25][C:26](=[O:36])[C:27]3[CH:32]=[CH:31][C:30]([N:33]([CH3:35])[CH3:34])=[CH:29][CH:28]=3)[CH2:21][CH:22]([CH3:24])[CH3:23])=[O:19])[CH2:15][CH2:16]2)[C:12](=[O:37])[CH2:11]1)(=[O:9])[C:3]1[CH:4]=[CH:5][CH:6]=[CH:7][CH:8]=1, predict the reactants needed to synthesize it. The reactants are: O.[C:2]([N:10]1[C@H:17]2[C@H:13]([N:14]([C:18]([C@@H:20]([NH:25][C:26](=[O:36])[C:27]3[CH:32]=[CH:31][C:30]([N:33]([CH3:35])[CH3:34])=[CH:29][CH:28]=3)[CH2:21][CH:22]([CH3:24])[CH3:23])=[O:19])[CH2:15][CH2:16]2)[C:12](OC)([O:37]C)[CH2:11]1)(=[O:9])[C:3]1[CH:8]=[CH:7][CH:6]=[CH:5][CH:4]=1. (3) Given the product [CH:14]([C:4]1[CH:3]=[C:2]([C:6]([O:8][CH3:9])=[O:7])[NH:1][CH:5]=1)=[O:15], predict the reactants needed to synthesize it. The reactants are: [NH:1]1[CH:5]=[CH:4][CH:3]=[C:2]1[C:6]([O:8][CH3:9])=[O:7].[Al+3].[Cl-].[Cl-].[Cl-].[CH3:14][O:15]C(Cl)Cl. (4) Given the product [I-:49].[C:37]([O:36][C:35]([NH:34][C@H:29]([C:28]([NH:27][C@H:24]1[CH2:23][CH2:22][C@H:21]([O:20][C:10]2[CH:9]=[C:8]([N:7]3[C:6]4[CH:43]=[CH:44][CH:45]=[CH:46][C:5]=4[N:4]=[C:3]3[CH:2]([F:1])[F:47])[N:13]=[C:12]([N:14]3[CH2:15][CH2:16][O:17][CH2:18][CH2:19]3)[N:11]=2)[CH2:26][CH2:25]1)=[O:42])[CH2:30][CH2:31][S+:32]([CH3:48])[CH3:33])=[O:41])([CH3:40])([CH3:38])[CH3:39], predict the reactants needed to synthesize it. The reactants are: [F:1][CH:2]([F:47])[C:3]1[N:7]([C:8]2[N:13]=[C:12]([N:14]3[CH2:19][CH2:18][O:17][CH2:16][CH2:15]3)[N:11]=[C:10]([O:20][C@H:21]3[CH2:26][CH2:25][C@H:24]([NH:27][C:28](=[O:42])[C@@H:29]([NH:34][C:35](=[O:41])[O:36][C:37]([CH3:40])([CH3:39])[CH3:38])[CH2:30][CH2:31][S:32][CH3:33])[CH2:23][CH2:22]3)[CH:9]=2)[C:6]2[CH:43]=[CH:44][CH:45]=[CH:46][C:5]=2[N:4]=1.[CH3:48][I:49]. (5) The reactants are: [H-].[Na+].[CH3:3][C:4]1[C:8]([C:9]([O:11]CC)=[O:10])=[C:7]([CH3:14])[NH:6][N:5]=1.[H][H].Br[CH2:18][CH2:19][O:20][CH3:21]. Given the product [CH3:21][O:20][CH2:19][CH2:18][N:6]1[C:7]([CH3:14])=[C:8]([C:9]([OH:11])=[O:10])[C:4]([CH3:3])=[N:5]1, predict the reactants needed to synthesize it. (6) Given the product [OH2:37].[NH2:24][C:17]1[C:16]2[N:15]=[C:14]([CH2:25][CH2:26][CH2:27][CH3:28])[N:13]([CH2:12][CH2:11][CH2:10][CH2:9][NH:8][S:36]([C:33]3[CH:34]=[CH:35][C:30]([F:29])=[CH:31][CH:32]=3)(=[O:38])=[O:37])[C:21]=2[C:20]([CH3:22])=[C:19]([CH3:23])[N:18]=1, predict the reactants needed to synthesize it. The reactants are: C(N(CC)CC)C.[NH2:8][CH2:9][CH2:10][CH2:11][CH2:12][N:13]1[C:21]2[C:20]([CH3:22])=[C:19]([CH3:23])[N:18]=[C:17]([NH2:24])[C:16]=2[N:15]=[C:14]1[CH2:25][CH2:26][CH2:27][CH3:28].[F:29][C:30]1[CH:35]=[CH:34][C:33]([S:36](Cl)(=[O:38])=[O:37])=[CH:32][CH:31]=1. (7) Given the product [C:48]([O:47][C:44](=[O:46])[CH2:45][C:17](=[O:19])[CH:12]([NH:11][C:1]([O:3][CH2:4][C:5]1[CH:6]=[CH:7][CH:8]=[CH:9][CH:10]=1)=[O:2])[C:13]([CH3:14])([CH3:15])[CH3:16])([CH3:51])([CH3:50])[CH3:49], predict the reactants needed to synthesize it. The reactants are: [C:1]([NH:11][C@H:12]([C:17]([OH:19])=O)[C:13]([CH3:16])([CH3:15])[CH3:14])([O:3][CH2:4][C:5]1[CH:10]=[CH:9][CH:8]=[CH:7][CH:6]=1)=[O:2].C(N1C=CN=C1)(N1C=CN=C1)=O.C([Li])CCC.C(NC(C)C)(C)C.[C:44]([O:47][C:48]([CH3:51])([CH3:50])[CH3:49])(=[O:46])[CH3:45].N1C=CN=C1.